The task is: Regression. Given two drug SMILES strings and cell line genomic features, predict the synergy score measuring deviation from expected non-interaction effect.. This data is from NCI-60 drug combinations with 297,098 pairs across 59 cell lines. (1) Drug 1: CC12CCC3C(C1CCC2O)C(CC4=C3C=CC(=C4)O)CCCCCCCCCS(=O)CCCC(C(F)(F)F)(F)F. Drug 2: C(CN)CNCCSP(=O)(O)O. Cell line: BT-549. Synergy scores: CSS=-0.872, Synergy_ZIP=1.22, Synergy_Bliss=-0.804, Synergy_Loewe=-3.44, Synergy_HSA=-3.86. (2) Drug 1: CC1=C2C(C(=O)C3(C(CC4C(C3C(C(C2(C)C)(CC1OC(=O)C(C(C5=CC=CC=C5)NC(=O)OC(C)(C)C)O)O)OC(=O)C6=CC=CC=C6)(CO4)OC(=O)C)O)C)O. Cell line: PC-3. Synergy scores: CSS=26.0, Synergy_ZIP=-7.94, Synergy_Bliss=-3.57, Synergy_Loewe=4.25, Synergy_HSA=0.147. Drug 2: C1CCC(C(C1)N)N.C(=O)(C(=O)[O-])[O-].[Pt+4].